From a dataset of Full USPTO retrosynthesis dataset with 1.9M reactions from patents (1976-2016). Predict the reactants needed to synthesize the given product. (1) Given the product [C:37]([C:41]1[CH:42]=[C:43]([CH:46]=[CH:47][CH:48]=1)[CH2:44][NH:8][C@@H:9]1[C@@H:14]([OH:15])[C@H:13]([CH2:16][C:17]2[CH:22]=[C:21]([O:23][C@H:24]([CH2:31][O:1][CH3:2])[C:25]([F:26])([F:28])[F:27])[C:20]([N+:32]([O-:34])=[O:33])=[C:19]([F:35])[CH:18]=2)[CH2:12][S@:11](=[O:36])[CH2:10]1)([CH3:40])([CH3:39])[CH3:38], predict the reactants needed to synthesize it. The reactants are: [OH:1][C:2](C(F)(F)F)=O.[NH2:8][C@@H:9]1[C@@H:14]([OH:15])[C@H:13]([CH2:16][C:17]2[CH:22]=[C:21]([O:23][C@@:24]([CH3:31])(OC)[C:25]([F:28])([F:27])[F:26])[C:20]([N+:32]([O-:34])=[O:33])=[C:19]([F:35])[CH:18]=2)[CH2:12][S@:11](=[O:36])[CH2:10]1.[C:37]([C:41]1[CH:42]=[C:43]([CH:46]=[CH:47][CH:48]=1)[CH:44]=O)([CH3:40])([CH3:39])[CH3:38]. (2) Given the product [Br:6][C:7]1[CH:8]=[C:9]2[C:14](=[CH:15][C:16]=1[O:17][CH3:18])[O:13][C:12]([CH3:20])([CH3:19])[CH:11]=[C:10]2[CH:1]([CH3:3])[CH3:2], predict the reactants needed to synthesize it. The reactants are: [CH:1]([Mg]Cl)([CH3:3])[CH3:2].[Br:6][C:7]1[CH:8]=[C:9]2[C:14](=[CH:15][C:16]=1[O:17][CH3:18])[O:13][C:12]([CH3:20])([CH3:19])[CH2:11][C:10]2=O.C1(C)C=CC(S(O)(=O)=O)=CC=1. (3) Given the product [NH2:77][CH2:76][C:71]1[CH:70]=[C:69]([C:64]2[CH:65]=[CH:44][CH:45]=[C:46]([CH2:47][O:48][C:49]3[CH:54]=[CH:53][CH:52]=[CH:51][C:50]=3[CH2:55][C:56]([O:58][C:59]([CH3:62])([CH3:61])[CH3:60])=[O:57])[CH:63]=2)[CH:74]=[C:73]([CH3:75])[CH:72]=1, predict the reactants needed to synthesize it. The reactants are: C(OC(N(CC1C=C(C2C=CC=C(COC3C=CC=CC=3CC(OC)=O)C=2)C=CC=1)C)=O)(C)(C)C.CC1(C)C(C)(C)OB([C:44]2[CH:45]=[C:46]([CH:63]=[CH:64][CH:65]=2)[CH2:47][O:48][C:49]2[CH:54]=[CH:53][CH:52]=[CH:51][C:50]=2[CH2:55][C:56]([O:58][C:59]([CH3:62])([CH3:61])[CH3:60])=[O:57])O1.Cl.Br[C:69]1[CH:70]=[C:71]([CH2:76][NH2:77])[CH:72]=[C:73]([CH3:75])[CH:74]=1.[O-]P([O-])([O-])=O.[K+].[K+].[K+].C(Cl)Cl. (4) Given the product [CH:17]1[N:13]2[C:18]3[CH:23]=[CH:22][CH:21]=[CH:20][C:19]=3[CH2:24][CH2:25][C:26](=[O:28])[C:14]2=[N:15][CH:16]=1, predict the reactants needed to synthesize it. The reactants are: C(NC(C)C)(C)C.C([Li])CCC.[N:13]1([C:18]2[CH:23]=[CH:22][CH:21]=[CH:20][C:19]=2[CH2:24][CH2:25][C:26]([O:28]CC)=O)[CH:17]=[CH:16][N:15]=[CH:14]1.C(O)(=O)CC(CC(O)=O)(C(O)=O)O. (5) Given the product [CH2:25]([NH:20][C:19]([NH:18][C:16]1[S:17][C:13]2[C:12]([C:29]3[CH:34]=[CH:33][CH:32]=[CH:31][N:30]=3)=[CH:11][C:10]([N:8]3[CH:9]=[C:5]([CH:4]=[O:3])[N:6]=[N:7]3)=[CH:28][C:14]=2[N:15]=1)=[O:27])[CH3:26], predict the reactants needed to synthesize it. The reactants are: C([O:3][CH:4](OCC)[C:5]1[N:6]=[N:7][N:8]([C:10]2[CH:11]=[C:12]([C:29]3[CH:34]=[CH:33][CH:32]=[CH:31][N:30]=3)[C:13]3[S:17][C:16]([N:18]4CN(C)C[N:20]([CH2:25][CH3:26])[C:19]4=[O:27])=[N:15][C:14]=3[CH:28]=2)[CH:9]=1)C. (6) Given the product [Cl:28][C:22]1[C:23]([Cl:27])=[CH:24][CH:25]=[CH:26][C:21]=1[S:18]([NH:17][C:11]1[C:10]([O:8][CH2:7][C:4]2[CH:5]=[CH:6][N:1]=[CH:2][CH:3]=2)=[N:15][C:14]([CH3:16])=[CH:13][N:12]=1)(=[O:19])=[O:20], predict the reactants needed to synthesize it. The reactants are: [N:1]1[CH:6]=[CH:5][C:4]([CH2:7][OH:8])=[CH:3][CH:2]=1.Br[C:10]1[C:11]([NH:17][S:18]([C:21]2[CH:26]=[CH:25][CH:24]=[C:23]([Cl:27])[C:22]=2[Cl:28])(=[O:20])=[O:19])=[N:12][CH:13]=[C:14]([CH3:16])[N:15]=1. (7) Given the product [Br:1][C:2]1[CH:3]=[C:4]2[C:9](=[CH:10][CH:11]=1)[N:8]=[CH:7][C:6]([C:12](=[O:15])[CH2:13][CH3:14])=[C:5]2[NH:35][C@H:32]1[CH2:33][CH2:34][C@H:29]([CH2:28][N:26]([CH3:27])[CH3:25])[CH2:30][CH2:31]1, predict the reactants needed to synthesize it. The reactants are: [Br:1][C:2]1[CH:3]=[C:4]2[C:9](=[CH:10][CH:11]=1)[N:8]=[CH:7][C:6]([C:12](=[O:15])[CH2:13][CH3:14])=[C:5]2Cl.C(O)(=O)C.C(O)(=O)C.[CH3:25][N:26]([CH2:28][C@H:29]1[CH2:34][CH2:33][C@H:32]([NH2:35])[CH2:31][CH2:30]1)[CH3:27].C([O-])([O-])=O.[Cs+].[Cs+]. (8) Given the product [CH:27]1([NH:30][C:31]([C:33]2[CH:38]=[C:37]([C:2]3[CH:10]=[C:9]([C:11]([NH:13][CH:14]4[CH2:15][CH2:16][N:17]([CH3:20])[CH2:18][CH2:19]4)=[O:12])[C:8]([CH3:21])=[C:7]4[C:3]=3[C:4]3[CH:25]=[C:24]([CH3:26])[CH:23]=[N:22][C:5]=3[NH:6]4)[CH:36]=[CH:35][CH:34]=2)=[O:32])[CH2:28][CH2:29]1, predict the reactants needed to synthesize it. The reactants are: Cl[C:2]1[CH:10]=[C:9]([C:11]([NH:13][CH:14]2[CH2:19][CH2:18][N:17]([CH3:20])[CH2:16][CH2:15]2)=[O:12])[C:8]([CH3:21])=[C:7]2[C:3]=1[C:4]1[CH:25]=[C:24]([CH3:26])[CH:23]=[N:22][C:5]=1[NH:6]2.[CH:27]1([NH:30][C:31]([C:33]2[CH:34]=[C:35](B(O)O)[CH:36]=[CH:37][CH:38]=2)=[O:32])[CH2:29][CH2:28]1. (9) Given the product [ClH:31].[CH3:1][N:2]([CH2:9][CH2:10][O:11][C:12]1[CH:25]=[CH:24][C:15]([CH2:16][CH:17]2[S:21][C:20](=[O:22])[NH:19][C:18]2=[O:23])=[CH:14][CH:13]=1)[C:3]1[CH:8]=[CH:7][CH:6]=[CH:5][N:4]=1, predict the reactants needed to synthesize it. The reactants are: [CH3:1][N:2]([CH2:9][CH2:10][O:11][C:12]1[CH:25]=[CH:24][C:15]([CH2:16][CH:17]2[S:21][C:20](=[O:22])[NH:19][C:18]2=[O:23])=[CH:14][CH:13]=1)[C:3]1[CH:8]=[CH:7][CH:6]=[CH:5][N:4]=1.O1CCCC1.[ClH:31].